Dataset: Catalyst prediction with 721,799 reactions and 888 catalyst types from USPTO. Task: Predict which catalyst facilitates the given reaction. (1) Reactant: [Cl:1][C:2]1[CH:7]=[CH:6][C:5]([C:8]2[S:12][C:11]([CH3:13])=[C:10]([C:14]3[C:15](=[O:21])[CH2:16][CH2:17][C:18]=3[O:19][CH3:20])[CH:9]=2)=[CH:4][CH:3]=1.C([N-]C(C)C)(C)C.[Li+].[O:30]1[CH2:35][CH2:34][CH:33]([CH:36]=[O:37])[CH2:32][CH2:31]1. Product: [Cl:1][C:2]1[CH:7]=[CH:6][C:5]([C:8]2[S:12][C:11]([CH3:13])=[C:10]([C:14]3[C:15](=[O:21])[CH:16]([CH:36]([OH:37])[CH:33]4[CH2:34][CH2:35][O:30][CH2:31][CH2:32]4)[CH2:17][C:18]=3[O:19][CH3:20])[CH:9]=2)=[CH:4][CH:3]=1. The catalyst class is: 7. (2) Reactant: [Cl:1][C:2]1[CH:20]=[CH:19][CH:18]=[C:17]([Cl:21])[C:3]=1[CH2:4][CH:5]1[CH2:9][CH2:8][N:7]([CH:10]2[CH2:15][CH2:14][NH:13][CH2:12][CH2:11]2)[C:6]1=[O:16].[CH2:22](I)[CH3:23].C(N(CC)CC)C.CN(C)C=O. Product: [Cl:1][C:2]1[CH:20]=[CH:19][CH:18]=[C:17]([Cl:21])[C:3]=1[CH2:4][CH:5]1[CH2:9][CH2:8][N:7]([CH:10]2[CH2:15][CH2:14][N:13]([CH2:22][CH3:23])[CH2:12][CH2:11]2)[C:6]1=[O:16]. The catalyst class is: 6. (3) Reactant: [Cl:1][C:2]1[CH:11]=[CH:10][CH:9]=[C:8]2[C:3]=1[C:4](=[O:26])[N:5]([CH:23]1[CH2:25][CH2:24]1)[C:6]([C@@H:12]([NH:15]C(=O)OC(C)(C)C)[CH2:13][CH3:14])=[N:7]2.Cl. Product: [NH2:15][C@H:12]([C:6]1[N:5]([CH:23]2[CH2:24][CH2:25]2)[C:4](=[O:26])[C:3]2[C:8](=[CH:9][CH:10]=[CH:11][C:2]=2[Cl:1])[N:7]=1)[CH2:13][CH3:14]. The catalyst class is: 84. (4) Reactant: C(OC([N:8]1[CH2:13][CH2:12][N:11]([CH2:14][C:15](=[O:32])[N:16]([CH:20]2[CH2:29][CH2:28][C:27]3[C:22](=[CH:23][CH:24]=[CH:25][C:26]=3[O:30][CH3:31])[CH2:21]2)[CH2:17][CH2:18][CH3:19])[CH2:10][CH2:9]1)=O)(C)(C)C. Product: [CH3:31][O:30][C:26]1[CH:25]=[CH:24][CH:23]=[C:22]2[C:27]=1[CH2:28][CH2:29][CH:20]([N:16]([CH2:17][CH2:18][CH3:19])[C:15](=[O:32])[CH2:14][N:11]1[CH2:12][CH2:13][NH:8][CH2:9][CH2:10]1)[CH2:21]2. The catalyst class is: 67. (5) Reactant: Br[C:2]1[CH:3]=[C:4]2[C:9](=[CH:10][CH:11]=1)[N:8]([CH3:12])[CH:7]=[C:6]([N:13]([CH3:19])[C:14]([CH:16]1[CH2:18][CH2:17]1)=[O:15])[C:5]2=[O:20].[CH3:21][N:22]1[CH:26]=[C:25]([C:27]2[CH:28]=[CH:29][C:30]3[N:31]([C:33]([SH:36])=[N:34][N:35]=3)[CH:32]=2)[CH:24]=[N:23]1.C1(P(C2C=CC=CC=2)C2C3OC4C(=CC=CC=4P(C4C=CC=CC=4)C4C=CC=CC=4)C(C)(C)C=3C=CC=2)C=CC=CC=1.CC(C)([O-])C.[Na+]. Product: [CH3:19][N:13]([C:6]1[C:5](=[O:20])[C:4]2[C:9](=[CH:10][CH:11]=[C:2]([S:36][C:33]3[N:31]4[CH:32]=[C:27]([C:25]5[CH:24]=[N:23][N:22]([CH3:21])[CH:26]=5)[CH:28]=[CH:29][C:30]4=[N:35][N:34]=3)[CH:3]=2)[N:8]([CH3:12])[CH:7]=1)[C:14]([CH:16]1[CH2:18][CH2:17]1)=[O:15]. The catalyst class is: 9. (6) Reactant: [CH2:1]([Li])[CH2:2]CC.C(NC(C)C)(C)C.P(/[C:17](=[CH:21]\[CH3:22])/[C:18]([O-:20])=[O:19])(O)(O)=O.[N:23]1[CH:28]=[CH:27][C:26]([CH:29]=O)=[CH:25][CH:24]=1. Product: [CH2:1]([O:20][C:18](=[O:19])[CH:17]=[CH:21][CH:22]=[CH:29][C:26]1[CH:27]=[CH:28][N:23]=[CH:24][CH:25]=1)[CH3:2]. The catalyst class is: 7. (7) Reactant: Cl[CH2:2][C:3]1[O:7][C:6]([C:8]([O:10][CH2:11][CH3:12])=[O:9])=[CH:5][CH:4]=1.[C:13]1(=[O:23])[NH:17][C:16](=[O:18])[C:15]2=[CH:19][CH:20]=[CH:21][CH:22]=[C:14]12.[K].O. Product: [CH2:11]([O:10][C:8]([C:6]1[O:7][C:3]([CH2:2][N:17]2[C:16](=[O:18])[C:15]3=[CH:19][CH:20]=[CH:21][CH:22]=[C:14]3[C:13]2=[O:23])=[CH:4][CH:5]=1)=[O:9])[CH3:12]. The catalyst class is: 9. (8) Reactant: Br[C:2]1[CH:7]=[CH:6][C:5]([C:8]2[N:9]([CH2:15][C@@H:16]3[CH2:20][CH2:19][N:18]([C:21]([CH:23]4[CH2:25][CH2:24]4)=[O:22])[CH2:17]3)[C:10](=[O:14])[N:11]([CH3:13])[N:12]=2)=[CH:4][CH:3]=1.[CH3:26][N:27]([CH3:41])[S:28]([NH:31][C:32]1[CH:33]=[C:34](B(O)O)[CH:35]=[CH:36][CH:37]=1)(=[O:30])=[O:29].C([O-])([O-])=O.[Cs+].[Cs+]. Product: [CH:23]1([C:21]([N:18]2[CH2:19][CH2:20][C@@H:16]([CH2:15][N:9]3[C:10](=[O:14])[N:11]([CH3:13])[N:12]=[C:8]3[C:5]3[CH:6]=[CH:7][C:2]([C:36]4[CH:35]=[CH:34][CH:33]=[C:32]([NH:31][S:28]([N:27]([CH3:41])[CH3:26])(=[O:30])=[O:29])[CH:37]=4)=[CH:3][CH:4]=3)[CH2:17]2)=[O:22])[CH2:25][CH2:24]1. The catalyst class is: 140.